Dataset: Reaction yield outcomes from USPTO patents with 853,638 reactions. Task: Predict the reaction yield, written as a fraction of the theoretical maximum amount of product (1.0 means a 100% yield; for example, 0.34 means a 34% yield). (1) The reactants are [Cl:1][C:2]1[CH:7]=[CH:6][N:5]=[C:4]([O:8][CH3:9])[CH:3]=1.[Br:10]N1C(=O)CCC1=O.O. The catalyst is CN(C)C=O. The product is [Br:10][C:7]1[C:2]([Cl:1])=[CH:3][C:4]([O:8][CH3:9])=[N:5][CH:6]=1. The yield is 0.800. (2) The reactants are [Br:1][C:2]1[CH:3]=[C:4]2[C@@:15]3([N:20]=[C:19]([NH2:21])[CH2:18][O:17][CH2:16]3)[C:14]3[C:9](=[CH:10][CH:11]=[C:12](I)[CH:13]=3)[O:8][C:5]2=[N:6][CH:7]=1.C(NC(C)C)(C)C.[CH3:30][C:31]([CH3:35])([CH3:34])[C:32]#[CH:33].CN(C=O)C. The catalyst is CC1OCCC1.C1C=CC([P]([Pd]([P](C2C=CC=CC=2)(C2C=CC=CC=2)C2C=CC=CC=2)([P](C2C=CC=CC=2)(C2C=CC=CC=2)C2C=CC=CC=2)[P](C2C=CC=CC=2)(C2C=CC=CC=2)C2C=CC=CC=2)(C2C=CC=CC=2)C2C=CC=CC=2)=CC=1.[Cu]I. The product is [Br:1][C:2]1[CH:3]=[C:4]2[C@@:15]3([N:20]=[C:19]([NH2:21])[CH2:18][O:17][CH2:16]3)[C:14]3[C:9](=[CH:10][CH:11]=[C:12]([C:33]#[C:32][C:31]([CH3:35])([CH3:34])[CH3:30])[CH:13]=3)[O:8][C:5]2=[N:6][CH:7]=1. The yield is 0.256. (3) The reactants are C([O:4][CH:5]1[C:9]2[N:10]=[CH:11][N:12]=[C:13]([Cl:14])[C:8]=2[C@H:7]([CH3:15])[CH2:6]1)(=O)C.C1COCC1.O.[OH-].[Li+]. The catalyst is O. The product is [Cl:14][C:13]1[C:8]2[C@H:7]([CH3:15])[CH2:6][CH:5]([OH:4])[C:9]=2[N:10]=[CH:11][N:12]=1. The yield is 0.630.